This data is from Retrosynthesis with 50K atom-mapped reactions and 10 reaction types from USPTO. The task is: Predict the reactants needed to synthesize the given product. (1) Given the product CCOP(C)(=O)C(C)Oc1cc([N+](=O)[O-])c(Cl)cc1Cl, predict the reactants needed to synthesize it. The reactants are: CCOP(C)(=O)C(C)OS(C)(=O)=O.O=[N+]([O-])c1cc(O)c(Cl)cc1Cl. (2) Given the product OCCN1CCN(Cc2ccc(F)cc2)CC1, predict the reactants needed to synthesize it. The reactants are: Fc1ccc(CCl)cc1.OCCN1CCNCC1. (3) Given the product O=C(NCc1ccccc1)c1cccnc1Cl, predict the reactants needed to synthesize it. The reactants are: NCc1ccccc1.O=C(O)c1cccnc1Cl. (4) Given the product CC(C)(C)OC(=O)N1CCC(CCN[C@@H]2C[C@H]2c2ccccc2)CC1, predict the reactants needed to synthesize it. The reactants are: CC(C)(C)OC(=O)N1CCC(CC=O)CC1.N[C@@H]1C[C@H]1c1ccccc1. (5) Given the product O=C(O)/C=C/C(=O)O, predict the reactants needed to synthesize it. The reactants are: CN(C)CCCCl.Fc1ccc2c(C3CCNCC3)noc2c1.